This data is from Reaction yield outcomes from USPTO patents with 853,638 reactions. The task is: Predict the reaction yield, written as a fraction of the theoretical maximum amount of product (1.0 means a 100% yield; for example, 0.34 means a 34% yield). (1) The reactants are [C:1]([O:5][C:6]([N:8]1[CH2:20][CH2:19][C:18]2[C:17]3[C:12](=[CH:13][CH:14]=[CH:15][CH:16]=3)[NH:11][C:10]=2[CH2:9]1)=[O:7])([CH3:4])([CH3:3])[CH3:2].[Cl:21][C:22]([Cl:29])([Cl:28])[CH2:23][O:24][C:25](Cl)=[O:26].[OH-].[Na+]. The catalyst is [I-].C([N+](CCCC)(CCCC)CCCC)CCC.ClCCl. The product is [Cl:21][C:22]([Cl:29])([Cl:28])[CH2:23][O:24][C:25]([N:11]1[C:10]2[CH2:9][N:8]([C:6]([O:5][C:1]([CH3:4])([CH3:2])[CH3:3])=[O:7])[CH2:20][CH2:19][C:18]=2[C:17]2[C:12]1=[CH:13][CH:14]=[CH:15][CH:16]=2)=[O:26]. The yield is 0.280. (2) The reactants are [Br:1][C:2]1[CH:3]=[N:4][CH:5]=[C:6]([CH:10]=1)[C:7]([OH:9])=O.[Cl-].C([N:14]([CH2:17][CH3:18])[CH2:15]C)C.N1CCC1. The catalyst is C(Cl)Cl. The product is [Br:1][C:2]1[CH:3]=[N:4][CH:5]=[C:6]([C:7]([N:14]2[CH2:15][CH2:18][CH2:17]2)=[O:9])[CH:10]=1. The yield is 0.709. (3) The reactants are Cl.O.[NH:3]1[CH2:8][CH2:7][C:6](=[O:9])[CH2:5][CH2:4]1.[C:10](O[C:10]([O:12][C:13]([CH3:16])([CH3:15])[CH3:14])=[O:11])([O:12][C:13]([CH3:16])([CH3:15])[CH3:14])=[O:11]. The catalyst is ClCCl. The product is [C:13]([O:12][C:10]([N:3]1[CH2:8][CH2:7][C:6](=[O:9])[CH2:5][CH2:4]1)=[O:11])([CH3:16])([CH3:15])[CH3:14]. The yield is 1.00. (4) The reactants are [Br-].[CH3:2][C:3]1[C:28]([CH3:29])=[CH:27][CH:26]=[CH:25][C:4]=1[CH2:5][P+](C1C=CC=CC=1)(C1C=CC=CC=1)C1C=CC=CC=1.CC(C)([O-])C.[K+].[O:36]=[C:37]1[C:45]2[C:40](=[CH:41][CH:42]=[CH:43][CH:44]=2)[C:39](=[O:46])[N:38]1[CH2:47][CH2:48][CH2:49][C:50]1[CH:51]=[C:52]([CH:55]=[CH:56][CH:57]=1)[CH:53]=O. The catalyst is C(Cl)Cl.C1COCC1. The product is [CH3:2][C:3]1[C:28]([CH3:29])=[CH:27][CH:26]=[CH:25][C:4]=1/[CH:5]=[CH:53]\[C:52]1[CH:51]=[C:50]([CH2:49][CH2:48][CH2:47][N:38]2[C:39](=[O:46])[C:40]3[C:45](=[CH:44][CH:43]=[CH:42][CH:41]=3)[C:37]2=[O:36])[CH:57]=[CH:56][CH:55]=1. The yield is 0.100.